This data is from Full USPTO retrosynthesis dataset with 1.9M reactions from patents (1976-2016). The task is: Predict the reactants needed to synthesize the given product. (1) Given the product [CH2:48]([O:50][CH:51]([CH2:57][C:58]1[CH:59]=[CH:60][C:61]([O:47][CH2:46][CH:45]=[C:43]2[C:44]3[CH:32]=[CH:33][CH:34]=[CH:35][C:36]=3[C:37]3[C:42]2=[CH:41][CH:40]=[CH:39][CH:38]=3)=[CH:62][CH:63]=1)[C:52]([O:54][CH2:55][CH3:56])=[O:53])[CH3:49], predict the reactants needed to synthesize it. The reactants are: N(C(OCC)=O)=NC(OCC)=O.C1(P(C2C=CC=CC=2)C2C=CC=CC=2)C=CC=CC=1.[CH:32]1[C:44]2[C:43](=[CH:45][CH2:46][OH:47])[C:42]3[C:37](=[CH:38][CH:39]=[CH:40][CH:41]=3)[C:36]=2[CH:35]=[CH:34][CH:33]=1.[CH2:48]([O:50][CH:51]([CH2:57][C:58]1[CH:63]=[CH:62][C:61](O)=[CH:60][CH:59]=1)[C:52]([O:54][CH2:55][CH3:56])=[O:53])[CH3:49]. (2) Given the product [CH3:1][C:2]1[C:3]([CH2:15][O:16][C:17]2[CH:22]=[CH:21][C:20]([C:23]3[C:27]([CH3:28])=[C:26]([C:29]([O:31][CH2:32][CH3:33])=[O:30])[N:25]([CH2:39][CH3:40])[N:24]=3)=[CH:19][C:18]=2[CH3:34])=[C:4]([N:8]2[C:12](=[O:13])[N:11]([CH3:14])[N:10]=[N:9]2)[CH:5]=[CH:6][CH:7]=1, predict the reactants needed to synthesize it. The reactants are: [CH3:1][C:2]1[C:3]([CH2:15][O:16][C:17]2[CH:22]=[CH:21][C:20]([C:23]3[C:27]([CH3:28])=[C:26]([C:29]([O:31][CH2:32][CH3:33])=[O:30])[NH:25][N:24]=3)=[CH:19][C:18]=2[CH3:34])=[C:4]([N:8]2[C:12](=[O:13])[N:11]([CH3:14])[N:10]=[N:9]2)[CH:5]=[CH:6][CH:7]=1.S(OCC)(O[CH2:39][CH3:40])(=O)=O.C1(C)C=CC=CC=1.